This data is from Catalyst prediction with 721,799 reactions and 888 catalyst types from USPTO. The task is: Predict which catalyst facilitates the given reaction. (1) Reactant: [N:1]1([C:10]([N:12]2[C:16]3[CH:17]=[CH:18][CH:19]=[CH:20][C:15]=3[N:14]=[N:13]2)=[NH:11])[C:5]2C=C[CH:8]=[CH:9][C:4]=2[N:3]=N1.[C:21]([O:25][C:26](N[C@H]1CCNC1)=[O:27])([CH3:24])([CH3:23])[CH3:22]. Product: [N:12]1([C:10](=[NH:11])[N:1]2[CH2:8][CH2:9][C@@H:4]([NH:3][C:26](=[O:27])[O:25][C:21]([CH3:24])([CH3:23])[CH3:22])[CH2:5]2)[C:16]2[CH:17]=[CH:18][CH:19]=[CH:20][C:15]=2[N:14]=[N:13]1. The catalyst class is: 1. (2) Reactant: [CH3:1][C:2]1[CH:15]=[C:14]([N+:16]([O-:18])=[O:17])[CH:13]=[CH:12][C:3]=1[O:4][C:5]1[CH:6]=[C:7]([OH:11])[CH:8]=[CH:9][CH:10]=1.I[CH2:20][C:21]([CH3:24])([CH3:23])[CH3:22].C(=O)([O-])[O-].[K+].[K+]. Product: [CH3:20][C:21]([CH3:24])([CH3:23])[CH2:22][O:11][C:7]1[CH:6]=[C:5]([CH:10]=[CH:9][CH:8]=1)[O:4][C:3]1[CH:12]=[CH:13][C:14]([N+:16]([O-:18])=[O:17])=[CH:15][C:2]=1[CH3:1]. The catalyst class is: 9. (3) The catalyst class is: 528. Reactant: [CH3:1][C:2]1[C:3]([O:20][CH3:21])=[C:4]([C:8]([CH3:19])([CH3:18])[CH2:9][C:10]([OH:17])([C:13]([F:16])([F:15])[F:14])[CH:11]=O)[CH:5]=[CH:6][CH:7]=1.[NH2:22][C:23]1[CH:32]=[CH:31][CH:30]=[C:29]2[C:24]=1[CH:25]=[N:26][N:27]([CH3:34])[C:28]2=[O:33]. Product: [CH3:21][O:20][C:3]1[C:2]([CH3:1])=[CH:7][CH:6]=[C:5]2[C:4]=1[C:8]([CH3:18])([CH3:19])[CH2:9][C:10]([OH:17])([C:13]([F:14])([F:15])[F:16])[CH:11]2[NH:22][C:23]1[CH:32]=[CH:31][CH:30]=[C:29]2[C:24]=1[CH:25]=[N:26][N:27]([CH3:34])[C:28]2=[O:33]. (4) Product: [F:19][C:2]([F:1])([F:18])[C:3]([N:5]1[CH2:11][CH2:10][C:9]2[CH:12]=[C:13]([OH:16])[CH:14]=[CH:15][C:8]=2[CH2:7][CH2:6]1)=[O:4]. The catalyst class is: 4. Reactant: [F:1][C:2]([F:19])([F:18])[C:3]([N:5]1[CH2:11][CH2:10][C:9]2[CH:12]=[C:13]([O:16]C)[CH:14]=[CH:15][C:8]=2[CH2:7][CH2:6]1)=[O:4].B(Br)(Br)Br.